Dataset: Full USPTO retrosynthesis dataset with 1.9M reactions from patents (1976-2016). Task: Predict the reactants needed to synthesize the given product. (1) Given the product [NH2:28][CH2:6][CH2:7]/[CH:8]=[CH:9]/[CH2:10][C:11]([NH:13][C:14]1[CH:19]=[CH:18][CH:17]=[CH:16][C:15]=1[NH:20][C:21](=[O:22])[O:23][C:24]([CH3:27])([CH3:26])[CH3:25])=[O:12], predict the reactants needed to synthesize it. The reactants are: CS(O[CH2:6][CH2:7]/[CH:8]=[CH:9]/[CH2:10][C:11]([NH:13][C:14]1[CH:19]=[CH:18][CH:17]=[CH:16][C:15]=1[NH:20][C:21]([O:23][C:24]([CH3:27])([CH3:26])[CH3:25])=[O:22])=[O:12])(=O)=O.[NH3:28].O.O. (2) Given the product [CH3:24][C:20]1[CH:19]=[C:18]([NH:17][C:8]2[C:9]3[C:15](=[O:16])[NH:14][CH:13]=[CH:12][C:10]=3[N:11]=[C:6]([NH:5][CH2:4][CH2:3][CH2:2][NH:1][C:30]([C@@H:32]3[CH2:36][S:35][C:34](=[O:37])[NH:33]3)=[O:31])[N:7]=2)[CH:23]=[CH:22][CH:21]=1, predict the reactants needed to synthesize it. The reactants are: [NH2:1][CH2:2][CH2:3][CH2:4][NH:5][C:6]1[N:7]=[C:8]([NH:17][C:18]2[CH:23]=[CH:22][CH:21]=[C:20]([CH3:24])[CH:19]=2)[C:9]2[C:15](=[O:16])[NH:14][CH:13]=[CH:12][C:10]=2[N:11]=1.NCCCN[C:30]([C@@H:32]1[CH2:36][S:35][C:34](=[O:37])[NH:33]1)=[O:31]. (3) The reactants are: [N+:1]([C:4]1[CH:5]=[C:6]([C:13]([N:15]2[CH2:20][CH2:19][N:18]([CH2:21][CH2:22][N:23]3[CH2:28][CH2:27][O:26][CH2:25][CH2:24]3)[CH2:17][CH2:16]2)=[O:14])[CH:7]=[CH:8][C:9]=1[N+:10]([O-])=O)([O-])=O. Given the product [NH2:1][C:4]1[CH:5]=[C:6]([C:13]([N:15]2[CH2:20][CH2:19][N:18]([CH2:21][CH2:22][N:23]3[CH2:24][CH2:25][O:26][CH2:27][CH2:28]3)[CH2:17][CH2:16]2)=[O:14])[CH:7]=[CH:8][C:9]=1[NH2:10], predict the reactants needed to synthesize it. (4) Given the product [OH:51][C@@H:49]([C@H:45]1[C:44](=[O:56])[N:43]2[C@@H:46]1[C@@H:47]([CH3:48])[C:41]([S:11][C:12]1[S:13][CH:14]=[C:15]([C:88]3[CH2:89][NH:72][C@H:70]([CH:73]([CH3:74])[CH3:95])[CH2:86][CH:87]=3)[N:16]=1)=[C:42]2[C:57]([OH:59])=[O:58])[CH3:50], predict the reactants needed to synthesize it. The reactants are: C[Si](C)(C)[N-][Si](C)(C)C.[Li+].[SH:11][C:12]1[S:13][CH:14]=[C:15](C2C[C@@H](C(C)C)N(C(OCC=C)=O)CC=2)[N:16]=1.O(P(OC1C=CC=CC=1)O[C:41]1[C@H:47]([CH3:48])[C@H:46]2[N:43]([C:44](=[O:56])[C@@H:45]2[C@H:49]([O:51][Si](C)(C)C)[CH3:50])[C:42]=1[C:57]([O:59]CC=C)=[O:58])C1C=CC=CC=1.[C:70](#[N:72])C.[C:73](O)(=O)[CH3:74].C([SnH]([CH2:86][CH2:87][CH2:88][CH3:89])CCCC)CCC.P([O-])([O-])([O-])=O.[CH2:95]1COCC1.